From a dataset of Forward reaction prediction with 1.9M reactions from USPTO patents (1976-2016). Predict the product of the given reaction. Given the reactants O[CH2:2][C:3]1[C:8]([O:9][CH2:10][CH:11]2[CH2:16][CH2:15][N:14]([C:17]([O:19][CH:20]([CH3:22])[CH3:21])=[O:18])[CH2:13][CH2:12]2)=[CH:7][CH:6]=[C:5]([C:23]2[CH:28]=[CH:27][C:26]([S:29]([CH3:32])(=[O:31])=[O:30])=[CH:25][CH:24]=2)[N:4]=1.CCN(S(F)(F)[F:39])CC.C([O-])(O)=O.[Na+], predict the reaction product. The product is: [F:39][CH2:2][C:3]1[C:8]([O:9][CH2:10][CH:11]2[CH2:16][CH2:15][N:14]([C:17]([O:19][CH:20]([CH3:22])[CH3:21])=[O:18])[CH2:13][CH2:12]2)=[CH:7][CH:6]=[C:5]([C:23]2[CH:28]=[CH:27][C:26]([S:29]([CH3:32])(=[O:31])=[O:30])=[CH:25][CH:24]=2)[N:4]=1.